Dataset: Forward reaction prediction with 1.9M reactions from USPTO patents (1976-2016). Task: Predict the product of the given reaction. (1) Given the reactants [CH3:1][O:2][C:3]1[CH:40]=[CH:39][C:6]([CH2:7][N:8]([CH2:30][C:31]2[CH:36]=[CH:35][C:34]([O:37][CH3:38])=[CH:33][CH:32]=2)[C:9]2[N:14]=[CH:13][C:12]([C:15]3[C:16]4[CH2:29][CH2:28][NH:27][C:17]=4[N:18]=[C:19]([N:21]4[CH2:26][CH2:25][O:24][CH2:23][CH2:22]4)[N:20]=3)=[CH:11][N:10]=2)=[CH:5][CH:4]=1.Br[C:42]1[CH:47]=[CH:46][C:45]([C:48]([N:50]2[CH2:55][CH2:54][O:53][CH2:52][CH2:51]2)=[O:49])=[CH:44][C:43]=1[Cl:56], predict the reaction product. The product is: [CH3:38][O:37][C:34]1[CH:33]=[CH:32][C:31]([CH2:30][N:8]([CH2:7][C:6]2[CH:5]=[CH:4][C:3]([O:2][CH3:1])=[CH:40][CH:39]=2)[C:9]2[N:10]=[CH:11][C:12]([C:15]3[C:16]4[CH2:29][CH2:28][N:27]([C:42]5[CH:47]=[CH:46][C:45]([C:48]([N:50]6[CH2:51][CH2:52][O:53][CH2:54][CH2:55]6)=[O:49])=[CH:44][C:43]=5[Cl:56])[C:17]=4[N:18]=[C:19]([N:21]4[CH2:26][CH2:25][O:24][CH2:23][CH2:22]4)[N:20]=3)=[CH:13][N:14]=2)=[CH:36][CH:35]=1. (2) The product is: [NH2:22][C:21]1[C:2]([F:1])=[C:3]([C:18]([F:25])=[CH:19][CH:20]=1)[C:4]([NH:6][C:7]1[CH:8]=[C:9]2[C:15]([O:16][CH3:17])=[N:14][NH:13][C:10]2=[N:11][CH:12]=1)=[O:5]. Given the reactants [F:1][C:2]1[C:21]([N+:22]([O-])=O)=[CH:20][CH:19]=[C:18]([F:25])[C:3]=1[C:4]([NH:6][C:7]1[CH:8]=[C:9]2[C:15]([O:16][CH3:17])=[N:14][NH:13][C:10]2=[N:11][CH:12]=1)=[O:5].[Sn](Cl)Cl, predict the reaction product. (3) Given the reactants [Cl:1][C:2]1[CH:3]=[C:4]2[C:9](=[CH:10][C:11]=1F)[O:8][CH:7]([C:13]([F:16])([F:15])[F:14])[C:6]([C:17]([O:19][CH2:20][CH3:21])=[O:18])=[CH:5]2.[CH3:22][CH:23]1[CH2:28][CH:27]([CH3:29])[CH2:26][NH:25][CH2:24]1.C([O-])([O-])=O.[K+].[K+], predict the reaction product. The product is: [Cl:1][C:2]1[CH:3]=[C:4]2[C:9](=[CH:10][C:11]=1[N:25]1[CH2:26][CH:27]([CH3:29])[CH2:28][CH:23]([CH3:22])[CH2:24]1)[O:8][CH:7]([C:13]([F:16])([F:15])[F:14])[C:6]([C:17]([O:19][CH2:20][CH3:21])=[O:18])=[CH:5]2. (4) Given the reactants C(OC([NH:8][CH2:9][C:10]1[N:11]([CH2:29][CH:30]([CH3:32])[CH3:31])[C:12](=[O:28])[C:13]2[C:18]([C:19]=1[C:20]1[S:21][CH:22]=[CH:23][CH:24]=1)=[CH:17][C:16]([C:25]([OH:27])=[O:26])=[CH:15][CH:14]=2)=O)(C)(C)C.[ClH:33], predict the reaction product. The product is: [ClH:33].[NH2:8][CH2:9][C:10]1[N:11]([CH2:29][CH:30]([CH3:32])[CH3:31])[C:12](=[O:28])[C:13]2[C:18]([C:19]=1[C:20]1[S:21][CH:22]=[CH:23][CH:24]=1)=[CH:17][C:16]([C:25]([OH:27])=[O:26])=[CH:15][CH:14]=2. (5) Given the reactants C([NH:5][S:6]([C:9]1[CH:14]=[CH:13][CH:12]=[CH:11][C:10]=1[C:15]1[CH:20]=[CH:19][C:18]([NH:21][C:22]([C:24]2([NH:29][C:30]([NH:32][C:33]3[CH:38]=[CH:37][C:36]([Cl:39])=[CH:35][CH:34]=3)=[O:31])[CH2:28][CH:27]=[CH:26][CH2:25]2)=[O:23])=[C:17]([F:40])[CH:16]=1)(=[O:8])=[O:7])(C)(C)C.C(O)(C(F)(F)F)=O, predict the reaction product. The product is: [F:40][C:17]1[CH:16]=[C:15]([C:10]2[CH:11]=[CH:12][CH:13]=[CH:14][C:9]=2[S:6](=[O:7])(=[O:8])[NH2:5])[CH:20]=[CH:19][C:18]=1[NH:21][C:22]([C:24]1([NH:29][C:30]([NH:32][C:33]2[CH:38]=[CH:37][C:36]([Cl:39])=[CH:35][CH:34]=2)=[O:31])[CH2:28][CH:27]=[CH:26][CH2:25]1)=[O:23]. (6) Given the reactants [Cl-].[F:2][C:3]([F:15])([F:14])[S:4]([O:7][C:8]1[CH2:9][CH2:10][NH2+:11][CH2:12][CH:13]=1)(=[O:6])=[O:5].[CH3:16][C@@:17]1([CH2:24][S:25](Cl)(=[O:27])=[O:26])[C:21](=[O:22])[NH:20][C:19](=[O:23])[NH:18]1, predict the reaction product. The product is: [F:15][C:3]([F:2])([F:14])[S:4]([O:7][C:8]1[CH2:13][CH2:12][N:11]([S:25]([CH2:24][C@:17]2([CH3:16])[C:21](=[O:22])[NH:20][C:19](=[O:23])[NH:18]2)(=[O:26])=[O:27])[CH2:10][CH:9]=1)(=[O:6])=[O:5].